From a dataset of Forward reaction prediction with 1.9M reactions from USPTO patents (1976-2016). Predict the product of the given reaction. (1) Given the reactants C[O:2][C:3](=[O:27])[C@@H:4]([N:12]1[CH2:16][C:15]([O:17][C:18]2[C:23]([F:24])=[CH:22][CH:21]=[CH:20][C:19]=2[Cl:25])=[CH:14][C:13]1=[O:26])[CH2:5][CH:6]1[CH2:11][CH2:10][CH2:9][CH2:8][CH2:7]1.[OH-].[Li+].O.C(OCC)C, predict the reaction product. The product is: [Cl:25][C:19]1[CH:20]=[CH:21][CH:22]=[C:23]([F:24])[C:18]=1[O:17][C:15]1[CH2:16][N:12]([C@@H:4]([CH2:5][CH:6]2[CH2:11][CH2:10][CH2:9][CH2:8][CH2:7]2)[C:3]([OH:27])=[O:2])[C:13](=[O:26])[CH:14]=1. (2) Given the reactants [NH2:1][C:2]1[C:11]2[N:10]=[CH:9][C:8]([CH2:12][CH2:13][C:14]3[CH:22]=[CH:21][C:17]([C:18](Cl)=[O:19])=[CH:16][C:15]=3[CH3:23])=[CH:7][C:6]=2[C:5]2[CH:24]=[CH:25][C:26]([CH3:28])=[CH:27][C:4]=2[N:3]=1.[CH2:29]([NH2:32])[CH2:30][NH2:31], predict the reaction product. The product is: [NH2:1][C:2]1[C:11]2[N:10]=[CH:9][C:8]([CH2:12][CH2:13][C:14]3[CH:22]=[CH:21][C:17]([C:18]([NH:31][CH2:30][CH2:29][NH2:32])=[O:19])=[CH:16][C:15]=3[CH3:23])=[CH:7][C:6]=2[C:5]2[CH:24]=[CH:25][C:26]([CH3:28])=[CH:27][C:4]=2[N:3]=1. (3) Given the reactants [F:1][C:2]([F:33])([F:32])[C:3]([C:9]1[CH:14]=[CH:13][C:12]([CH2:15][N:16]2[CH2:21][CH2:20][C:19](=[CH:22][C:23]3[CH:28]=[CH:27][C:26]([N+:29]([O-])=O)=[CH:25][CH:24]=3)[CH2:18][CH2:17]2)=[CH:11][CH:10]=1)([OH:8])[C:4]([F:7])([F:6])[F:5].[H][H], predict the reaction product. The product is: [NH2:29][C:26]1[CH:25]=[CH:24][C:23]([CH2:22][CH:19]2[CH2:18][CH2:17][N:16]([CH2:15][C:12]3[CH:13]=[CH:14][C:9]([C:3]([OH:8])([C:4]([F:7])([F:5])[F:6])[C:2]([F:1])([F:32])[F:33])=[CH:10][CH:11]=3)[CH2:21][CH2:20]2)=[CH:28][CH:27]=1. (4) Given the reactants [Cl:1][C:2]1[CH:23]=[CH:22][C:5]([CH:6]([N:13]2[CH2:18][CH2:17][N:16]([CH2:19][CH2:20][NH2:21])[CH2:15][CH2:14]2)[C:7]2[CH:12]=[CH:11][CH:10]=[CH:9][CH:8]=2)=[CH:4][CH:3]=1.[C:24]([N:28]1[C:32]([CH2:33][CH:34]([CH3:36])[CH3:35])=[CH:31][C:30]([CH:37]=O)=[N:29]1)([CH3:27])([CH3:26])[CH3:25], predict the reaction product. The product is: [C:24]([N:28]1[C:32]([CH2:33][CH:34]([CH3:35])[CH3:36])=[CH:31][C:30]([CH2:37][NH:21][CH2:20][CH2:19][N:16]2[CH2:15][CH2:14][N:13]([CH:6]([C:7]3[CH:8]=[CH:9][CH:10]=[CH:11][CH:12]=3)[C:5]3[CH:4]=[CH:3][C:2]([Cl:1])=[CH:23][CH:22]=3)[CH2:18][CH2:17]2)=[N:29]1)([CH3:27])([CH3:26])[CH3:25]. (5) Given the reactants [OH:1][CH:2]([CH:6]1[CH2:10][CH2:9][CH2:8][CH2:7]1)[C:3]([OH:5])=O.[NH2:11][C@H:12]([C:14]([C:16]1([NH2:35])[N:22]=[C:21]([C:23]2[CH:28]=[CH:27][CH:26]=[CH:25][CH:24]=2)[C:20]2[CH:29]=[CH:30][CH:31]=[CH:32][C:19]=2[N:18]([CH3:33])[C:17]1=[O:34])=[O:15])[CH3:13], predict the reaction product. The product is: [CH:6]1([CH:2]([OH:1])[C:3]([NH:11][C@H:12]([C:14]([C:16]2([NH2:35])[N:22]=[C:21]([C:23]3[CH:28]=[CH:27][CH:26]=[CH:25][CH:24]=3)[C:20]3[CH:29]=[CH:30][CH:31]=[CH:32][C:19]=3[N:18]([CH3:33])[C:17]2=[O:34])=[O:15])[CH3:13])=[O:5])[CH2:10][CH2:9][CH2:8][CH2:7]1.